From a dataset of Forward reaction prediction with 1.9M reactions from USPTO patents (1976-2016). Predict the product of the given reaction. (1) Given the reactants [OH:1][C@@H:2]([C:32]1[CH:36]=[CH:35][N:34](COCC[Si](C)(C)C)[N:33]=1)[CH2:3][C@H:4]1[CH2:15][CH2:14][C:13]2[S:12][C:11]3[N:10]=[CH:9][N:8]=[C:7]([O:16][CH:17]4[CH2:22][CH2:21][CH:20]([N:23](C)[C:24](=O)OC(C)(C)C)[CH2:19][CH2:18]4)[C:6]=3[C:5]1=2.[ClH:45], predict the reaction product. The product is: [ClH:45].[CH3:24][NH:23][CH:20]1[CH2:19][CH2:18][CH:17]([O:16][C:7]2[C:6]3[C:5]4[C@@H:4]([CH2:3][C@H:2]([C:32]5[CH:36]=[CH:35][NH:34][N:33]=5)[OH:1])[CH2:15][CH2:14][C:13]=4[S:12][C:11]=3[N:10]=[CH:9][N:8]=2)[CH2:22][CH2:21]1. (2) The product is: [Cl:9][C:10]1[CH:19]=[CH:18][CH:17]=[C:16]([Cl:20])[C:11]=1[C:12](=[O:13])[CH2:7][C:6]#[N:8]. Given the reactants C([Li])CCC.[C:6](#[N:8])[CH3:7].[Cl:9][C:10]1[CH:19]=[CH:18][CH:17]=[C:16]([Cl:20])[C:11]=1[C:12](OC)=[O:13], predict the reaction product. (3) Given the reactants [F:1][C:2]1[CH:7]=[CH:6][C:5]([C@H:8]2[C@@H:17]([C:18]3[CH:23]=[CH:22][C:21]([OH:24])=[CH:20][CH:19]=3)[C:16]3[C:11](=[CH:12][C:13]([O:25][CH3:26])=[CH:14][CH:15]=3)[O:10][CH2:9]2)=[CH:4][CH:3]=1.C(=O)([O-])[O-].[K+].[K+].[I-].[Na+].Cl.Cl[CH2:37][CH2:38][N:39]1[CH2:43][CH2:42][CH2:41][CH2:40]1, predict the reaction product. The product is: [F:1][C:2]1[CH:7]=[CH:6][C:5]([C@H:8]2[C@@H:17]([C:18]3[CH:23]=[CH:22][C:21]([O:24][CH2:37][CH2:38][N:39]4[CH2:43][CH2:42][CH2:41][CH2:40]4)=[CH:20][CH:19]=3)[C:16]3[C:11](=[CH:12][C:13]([O:25][CH3:26])=[CH:14][CH:15]=3)[O:10][CH2:9]2)=[CH:4][CH:3]=1. (4) Given the reactants Cl[C:2]1[CH:3]=[C:4]2[C:8](=[CH:9][CH:10]=1)[NH:7][CH:6]=[C:5]2[S:11]([OH:14])(=O)=[O:12].C(Cl)(=O)C([Cl:18])=O.[CH3:21][N:22]([CH:24]=O)C, predict the reaction product. The product is: [CH3:21][N:22]([CH3:24])[S:11]([C:5]1[C:4]2[C:8](=[C:9]([Cl:18])[CH:10]=[CH:2][CH:3]=2)[NH:7][CH:6]=1)(=[O:14])=[O:12]. (5) Given the reactants [C:1]([O:5][C:6](=[O:43])[NH:7][C@H:8]1[CH2:13][CH2:12][C@H:11]([C:14](=[O:42])[NH:15][C:16]2[CH:21]=[C:20]([O:22][C:23]3[CH:28]=[CH:27][C:26]([C:29]#[N:30])=[CH:25][CH:24]=3)[CH:19]=[C:18]([O:31][C:32]3[CH:37]=[CH:36][C:35]([N+:38]([O-])=O)=[C:34]([NH2:41])[CH:33]=3)[CH:17]=2)[CH2:10][CH2:9]1)([CH3:4])([CH3:3])[CH3:2].[Cl-].[NH4+], predict the reaction product. The product is: [C:1]([O:5][C:6](=[O:43])[NH:7][C@H:8]1[CH2:13][CH2:12][C@H:11]([C:14](=[O:42])[NH:15][C:16]2[CH:17]=[C:18]([O:31][C:32]3[CH:37]=[CH:36][C:35]([NH2:38])=[C:34]([NH2:41])[CH:33]=3)[CH:19]=[C:20]([O:22][C:23]3[CH:28]=[CH:27][C:26]([C:29]#[N:30])=[CH:25][CH:24]=3)[CH:21]=2)[CH2:10][CH2:9]1)([CH3:4])([CH3:2])[CH3:3]. (6) Given the reactants [NH2:1][C:2]12[CH2:9][CH2:8][C:5]([CH:10]([OH:29])[CH2:11][C:12]3[C:21]4[C:16](=[CH:17][CH:18]=[C:19]([O:22][CH2:23][CH2:24][CH2:25][OH:26])[N:20]=4)[N:15]=[CH:14][C:13]=3[C:27]#[N:28])([CH2:6][CH2:7]1)[O:4][CH2:3]2.[O:30]=[C:31]1[CH2:36][O:35][C:34]2[CH:37]=[CH:38][C:39]([CH:41]=O)=[N:40][C:33]=2[NH:32]1, predict the reaction product. The product is: [OH:29][CH:10]([C:5]12[CH2:8][CH2:9][C:2]([NH:1][CH2:41][C:39]3[CH:38]=[CH:37][C:34]4[O:35][CH2:36][C:31](=[O:30])[NH:32][C:33]=4[N:40]=3)([CH2:7][CH2:6]1)[CH2:3][O:4]2)[CH2:11][C:12]1[C:21]2[C:16](=[CH:17][CH:18]=[C:19]([O:22][CH2:23][CH2:24][CH2:25][OH:26])[N:20]=2)[N:15]=[CH:14][C:13]=1[C:27]#[N:28]. (7) Given the reactants [OH:1][C:2]1[CH:3]=[CH:4][C:5]2[O:9][C@@H:8]3[C@@H:10]([C:11]([O:13][CH2:14][CH3:15])=[O:12])[C@@H:7]3[C:6]=2[CH:16]=1.Cl.N[C@H]1[C@H]2[C@@H]1OC1C=CC(OC3C=C[N:37]=[C:36]4[C:31]=3[CH2:32][CH2:33][C:34](=O)[NH:35]4)=CC=12.FC1C=CN=C(NC(=O)OC(C)(C)C)C=1.C(=O)([O-])[O-].[Cs+].[Cs+], predict the reaction product. The product is: [NH2:37][C:36]1[CH:31]=[C:32]([O:1][C:2]2[CH:3]=[CH:4][C:5]3[O:9][C@@H:8]4[C@@H:10]([C:11]([O:13][CH2:14][CH3:15])=[O:12])[C@@H:7]4[C:6]=3[CH:16]=2)[CH:33]=[CH:34][N:35]=1.